From a dataset of Reaction yield outcomes from USPTO patents with 853,638 reactions. Predict the reaction yield, written as a fraction of the theoretical maximum amount of product (1.0 means a 100% yield; for example, 0.34 means a 34% yield). (1) The reactants are [Br:1][C:2]1[CH:7]=[CH:6][C:5]([C:8]2[C:12]3[CH2:13][N:14]([C:17](=[O:19])[CH3:18])[CH2:15][CH2:16][C:11]=3[N:10]([CH2:20][C@H:21]3[CH2:23][O:22]3)[N:9]=2)=[CH:4][CH:3]=1.[CH3:24][C:25]1[CH:30]=[CH:29][C:28]([Cl:31])=[CH:27][C:26]=1[N:32]1[CH2:37][CH2:36][NH:35][CH2:34][CH2:33]1. The catalyst is CCO.C(Cl)Cl. The product is [Br:1][C:2]1[CH:3]=[CH:4][C:5]([C:8]2[C:12]3[CH2:13][N:14]([C:17](=[O:19])[CH3:18])[CH2:15][CH2:16][C:11]=3[N:10]([CH2:20][C@H:21]([OH:22])[CH2:23][N:35]3[CH2:34][CH2:33][N:32]([C:26]4[CH:27]=[C:28]([Cl:31])[CH:29]=[CH:30][C:25]=4[CH3:24])[CH2:37][CH2:36]3)[N:9]=2)=[CH:6][CH:7]=1. The yield is 0.610. (2) The reactants are [CH3:1][C:2]1[N:3]([C:8]2[CH:12]=[C:11]([CH:13]([CH3:15])[CH3:14])[NH:10][N:9]=2)[C:4]([CH3:7])=[CH:5][CH:6]=1.[H-].[Na+].N[C@H:19](C(O)=O)CCSC.[Cl-].[NH4+]. The catalyst is C1COCC1.C(Cl)Cl. The product is [CH3:1][C:2]1[N:3]([C:8]2[N:9]([CH3:19])[N:10]=[C:11]([CH:13]([CH3:15])[CH3:14])[CH:12]=2)[C:4]([CH3:7])=[CH:5][CH:6]=1.[CH3:1][C:2]1[N:3]([C:8]2[CH:12]=[C:11]([CH:13]([CH3:15])[CH3:14])[N:10]([CH3:19])[N:9]=2)[C:4]([CH3:7])=[CH:5][CH:6]=1. The yield is 0.290. (3) The reactants are [H-].[Na+].[CH3:3][C:4]1[N:9]=[C:8]([NH:10][CH:11]=[O:12])[CH:7]=[CH:6][CH:5]=1. The catalyst is CN(C)C=O. The product is [CH2:3]([N:10]([C:8]1[CH:7]=[CH:6][CH:5]=[C:4]([CH3:3])[N:9]=1)[CH:11]=[O:12])[CH2:4][CH2:5][CH2:6][CH2:7][CH3:8]. The yield is 0.770. (4) The reactants are [CH3:1][C:2]1[C:3]2[CH:4]=[CH:5][C:6]([O:13][CH2:14][CH2:15][CH2:16][CH:17]=O)=[N:7][C:8]=2[NH:9][C:10](=[O:12])[CH:11]=1.Cl.[Cl:20][C:21]1[C:26]([Cl:27])=[CH:25][CH:24]=[CH:23][C:22]=1[N:28]1[CH2:33][CH2:32][NH:31][CH2:30][CH2:29]1.C(N(CC)CC)C.C(O[BH-](OC(=O)C)OC(=O)C)(=O)C.[Na+]. The catalyst is ClCCCl. The product is [Cl:20][C:21]1[C:26]([Cl:27])=[CH:25][CH:24]=[CH:23][C:22]=1[N:28]1[CH2:33][CH2:32][N:31]([CH2:17][CH2:16][CH2:15][CH2:14][O:13][C:6]2[N:7]=[C:8]3[C:3]([C:2]([CH3:1])=[CH:11][C:10](=[O:12])[NH:9]3)=[CH:4][CH:5]=2)[CH2:30][CH2:29]1. The yield is 0.630.